The task is: Predict the product of the given reaction.. This data is from Forward reaction prediction with 1.9M reactions from USPTO patents (1976-2016). (1) Given the reactants [CH2:1]([N:8]1[CH2:12][CH:11]([C:13]2[CH:18]=[CH:17][C:16]([Cl:19])=[C:15]([Cl:20])[CH:14]=2)[CH:10]([CH:21]([OH:31])[CH2:22][O:23][Si:24]([C:27]([CH3:30])([CH3:29])[CH3:28])([CH3:26])[CH3:25])[CH2:9]1)[C:2]1[CH:7]=[CH:6][CH:5]=[CH:4][CH:3]=1.C1C=CC(P(C2C=CC=CC=2)C2C=CC=CC=2)=CC=1.[Cl:51][C:52]1[CH:53]=[CH:54][C:55](O)=[N:56][CH:57]=1.C1C=CC(COC(/N=N/C(OCC2C=CC=CC=2)=O)=O)=CC=1, predict the reaction product. The product is: [CH2:1]([N:8]1[CH2:12][CH:11]([C:13]2[CH:18]=[CH:17][C:16]([Cl:19])=[C:15]([Cl:20])[CH:14]=2)[CH:10]([CH:21]([O:31][C:55]2[CH:54]=[CH:53][C:52]([Cl:51])=[CH:57][N:56]=2)[CH2:22][O:23][Si:24]([C:27]([CH3:28])([CH3:30])[CH3:29])([CH3:26])[CH3:25])[CH2:9]1)[C:2]1[CH:7]=[CH:6][CH:5]=[CH:4][CH:3]=1. (2) Given the reactants Br[C:2]1[CH:3]=[N:4][C:5]2[N:6]([CH:8]=[C:9]([CH2:11][O:12][C:13]3[CH:18]=[CH:17][CH:16]=[CH:15][N:14]=3)[N:10]=2)[CH:7]=1.[F:19][C:20]1[CH:25]=[CH:24][C:23](B(O)O)=[C:22]([O:29][CH3:30])[CH:21]=1, predict the reaction product. The product is: [F:19][C:20]1[CH:25]=[CH:24][C:23]([C:2]2[CH:3]=[N:4][C:5]3[N:6]([CH:8]=[C:9]([CH2:11][O:12][C:13]4[CH:18]=[CH:17][CH:16]=[CH:15][N:14]=4)[N:10]=3)[CH:7]=2)=[C:22]([O:29][CH3:30])[CH:21]=1.